This data is from Reaction yield outcomes from USPTO patents with 853,638 reactions. The task is: Predict the reaction yield, written as a fraction of the theoretical maximum amount of product (1.0 means a 100% yield; for example, 0.34 means a 34% yield). (1) The reactants are [Br:1][C:2]1[C:7]([O:8][CH3:9])=[CH:6][C:5]([CH:10]([OH:13])[CH2:11][CH3:12])=[CH:4][C:3]=1[O:14][CH3:15]. The catalyst is C(Cl)Cl.O=[Mn]=O. The product is [Br:1][C:2]1[C:7]([O:8][CH3:9])=[CH:6][C:5]([C:10](=[O:13])[CH2:11][CH3:12])=[CH:4][C:3]=1[O:14][CH3:15]. The yield is 1.00. (2) The reactants are S(Cl)(Cl)=O.[Cl:5][C:6]1[C:11]([Cl:12])=[CH:10][CH:9]=[CH:8][C:7]=1[S:13][C:14]1[S:18][C:17]([C:19](O)=[O:20])=[CH:16][C:15]=1[N+:22]([O-:24])=[O:23].[CH3:25][NH2:26]. The catalyst is C1(C)C=CC=CC=1.O1CCOCC1. The product is [Cl:5][C:6]1[C:11]([Cl:12])=[CH:10][CH:9]=[CH:8][C:7]=1[S:13][C:14]1[S:18][C:17]([C:19]([NH:26][CH3:25])=[O:20])=[CH:16][C:15]=1[N+:22]([O-:24])=[O:23]. The yield is 0.350. (3) The reactants are [N+:1]([C:4]1[CH:15]=[CH:14][C:7]([CH2:8][N:9]2[N:13]=[N:12][CH:11]=[N:10]2)=[CH:6][CH:5]=1)([O-])=O.C(O)C. The catalyst is [C].[Pd].O1CCCC1. The product is [NH2:1][C:4]1[CH:15]=[CH:14][C:7]([CH2:8][N:9]2[N:13]=[N:12][CH:11]=[N:10]2)=[CH:6][CH:5]=1. The yield is 0.660. (4) The reactants are C[O:2][C:3]([C:5]1[CH:10]=[CH:9][CH:8]=[C:7]([O:11][CH3:12])[N:6]=1)=O.[BH4-].[Na+]. The catalyst is CO. The product is [CH3:12][O:11][C:7]1[N:6]=[C:5]([CH2:3][OH:2])[CH:10]=[CH:9][CH:8]=1. The yield is 0.300. (5) The reactants are [O:1]=[C:2]1[CH2:7][O:6][C:5]2[CH:8]=[CH:9][C:10]([CH:12]=O)=[N:11][C:4]=2[NH:3]1.[CH3:14][O:15][C:16]1[CH:25]=[C:24]2[C:19]([N:20]=[CH:21][C:22]([O:26][CH2:27][CH2:28][CH2:29][N:30]3[CH2:35][CH2:34][CH:33]([CH2:36][NH2:37])[CH2:32][CH2:31]3)=[N:23]2)=[CH:18][CH:17]=1.C(O)(=O)C.C([BH3-])#N.[Na+]. The catalyst is ClCCCl.CO. The product is [CH3:14][O:15][C:16]1[CH:25]=[C:24]2[C:19]([N:20]=[CH:21][C:22]([O:26][CH2:27][CH2:28][CH2:29][N:30]3[CH2:31][CH2:32][CH:33]([CH2:36][NH:37][CH2:12][C:10]4[CH:9]=[CH:8][C:5]5[O:6][CH2:7][C:2](=[O:1])[NH:3][C:4]=5[N:11]=4)[CH2:34][CH2:35]3)=[N:23]2)=[CH:18][CH:17]=1. The yield is 0.290. (6) The reactants are Cl[C:2]1[N:7]=[CH:6][C:5]([F:8])=[CH:4][N:3]=1.[CH3:9][C:10]1[CH:11]=[C:12]([CH:14]=[C:15]([C:17]2[S:21][CH:20]=[N:19][CH:18]=2)[CH:16]=1)[NH2:13].CC1(C)C2C(=C(P(C3C=CC=CC=3)C3C=CC=CC=3)C=CC=2)OC2C(P(C3C=CC=CC=3)C3C=CC=CC=3)=CC=CC1=2.C(=O)([O-])[O-].[Cs+].[Cs+]. No catalyst specified. The product is [F:8][C:5]1[CH:4]=[N:3][C:2]([NH:13][C:12]2[CH:14]=[C:15]([C:17]3[S:21][CH:20]=[N:19][CH:18]=3)[CH:16]=[C:10]([CH3:9])[CH:11]=2)=[N:7][CH:6]=1. The yield is 0.920. (7) The reactants are C[N:2](C)[CH:3]=[CH:4][C:5]([C:7]1[C:12](=[O:13])[CH:11]=[CH:10][N:9]([C:14]2[CH:19]=[CH:18][CH:17]=[C:16]([C:20]([F:23])([F:22])[F:21])[CH:15]=2)[N:8]=1)=O.[C:25]1([NH:31]N)[CH:30]=[CH:29][CH:28]=[CH:27][CH:26]=1. The catalyst is C(O)C. The yield is 0.150. The product is [C:25]1([N:31]2[C:5]([C:7]3[C:12](=[O:13])[CH:11]=[CH:10][N:9]([C:14]4[CH:19]=[CH:18][CH:17]=[C:16]([C:20]([F:23])([F:22])[F:21])[CH:15]=4)[N:8]=3)=[CH:4][CH:3]=[N:2]2)[CH:30]=[CH:29][CH:28]=[CH:27][CH:26]=1. (8) The reactants are [CH3:1][C:2]1[N:3]=[CH:4][N:5]([CH2:8][O:9][CH2:10][CH2:11][Si:12]([CH3:15])([CH3:14])[CH3:13])[C:6]=1[CH3:7].C([Li])CCC.C(Br)(Br)(Br)[Br:22]. The catalyst is C1COCC1. The product is [Br:22][C:4]1[N:5]([CH2:8][O:9][CH2:10][CH2:11][Si:12]([CH3:13])([CH3:15])[CH3:14])[C:6]([CH3:7])=[C:2]([CH3:1])[N:3]=1. The yield is 0.600. (9) The reactants are [CH3:1][C:2]([CH3:33])([CH3:32])[C:3](=[O:31])[CH2:4][O:5][C:6]1[CH:11]=[CH:10][C:9]([C:12]([C:17]2[CH:22]=[CH:21][C:20]([N:23]([CH3:28])[S:24]([CH3:27])(=[O:26])=[O:25])=[C:19]([CH3:29])[CH:18]=2)([CH2:15][CH3:16])[CH2:13][CH3:14])=[CH:8][C:7]=1[CH3:30].CO.[BH4-].[Na+]. The catalyst is C1COCC1. The product is [CH2:13]([C:12]([C:17]1[CH:22]=[CH:21][C:20]([N:23]([CH3:28])[S:24]([CH3:27])(=[O:25])=[O:26])=[C:19]([CH3:29])[CH:18]=1)([C:9]1[CH:10]=[CH:11][C:6]([O:5][CH2:4][CH:3]([OH:31])[C:2]([CH3:32])([CH3:33])[CH3:1])=[C:7]([CH3:30])[CH:8]=1)[CH2:15][CH3:16])[CH3:14]. The yield is 0.600.